From a dataset of Catalyst prediction with 721,799 reactions and 888 catalyst types from USPTO. Predict which catalyst facilitates the given reaction. (1) Reactant: [OH:1][C@H:2]([CH3:6])[C:3]([NH2:5])=O.F[B-](F)(F)F.C([O+](CC)CC)C.N[C:20]1[C:21]([NH:29][C@H:30]2[CH2:35][CH2:34][C@H:33]([OH:36])[CH2:32][CH2:31]2)=[C:22]2[S:28][CH:27]=[CH:26][C:23]2=[N:24][CH:25]=1. Product: [OH:1][C@@H:2]([C:3]1[N:29]([C@H:30]2[CH2:31][CH2:32][C@H:33]([OH:36])[CH2:34][CH2:35]2)[C:21]2=[C:22]3[S:28][CH:27]=[CH:26][C:23]3=[N:24][CH:25]=[C:20]2[N:5]=1)[CH3:6]. The catalyst class is: 214. (2) Reactant: [C:1]1([CH2:11][N:12]2[C:16]3[CH:17]=[CH:18][CH:19]=[CH:20][C:15]=3[N:14]=[C:13]2[S:21][CH2:22][CH2:23][CH2:24][C:25]([OH:27])=[O:26])[C:10]2[C:5](=[CH:6][CH:7]=[CH:8][CH:9]=2)[CH:4]=[CH:3][CH:2]=1.[OH-].[Na+:29]. Product: [Na+:29].[C:1]1([CH2:11][N:12]2[C:16]3[CH:17]=[CH:18][CH:19]=[CH:20][C:15]=3[N:14]=[C:13]2[S:21][CH2:22][CH2:23][CH2:24][C:25]([O-:27])=[O:26])[C:10]2[C:5](=[CH:6][CH:7]=[CH:8][CH:9]=2)[CH:4]=[CH:3][CH:2]=1. The catalyst class is: 6. (3) Reactant: [CH3:1][CH:2]([CH3:31])[CH2:3][CH:4]([NH:21][C:22]1[CH:23]=[N:24][C:25]([C:28](O)=[O:29])=[N:26][CH:27]=1)[C:5]1[CH:10]=[CH:9][C:8]([C:11]2[CH:16]=[CH:15][C:14]([C:17]([F:20])([F:19])[F:18])=[CH:13][CH:12]=2)=[CH:7][CH:6]=1.Cl.CN(C)CCCN=C=NCC.O.ON1C2C=CC=CC=2N=N1.Cl.[CH2:56]([O:58][C:59](=[O:63])[CH2:60][CH2:61][NH2:62])[CH3:57].C(N(CC)CC)C. The catalyst class is: 4. Product: [CH2:56]([O:58][C:59](=[O:63])[CH2:60][CH2:61][NH:62][C:28]([C:25]1[N:26]=[CH:27][C:22]([NH:21][CH:4]([C:5]2[CH:6]=[CH:7][C:8]([C:11]3[CH:16]=[CH:15][C:14]([C:17]([F:18])([F:20])[F:19])=[CH:13][CH:12]=3)=[CH:9][CH:10]=2)[CH2:3][CH:2]([CH3:31])[CH3:1])=[CH:23][N:24]=1)=[O:29])[CH3:57]. (4) Reactant: [CH3:1][O:2][C:3]1[CH:4]=[C:5]([NH:11][C:12]2[C:17]([C:18](=[O:20])[CH3:19])=[CH:16][CH:15]=[CH:14][N:13]=2)[CH:6]=[CH:7][C:8]=1[O:9][CH3:10].[CH3:21][O:22][C:23]1[CH:24]=[C:25]([CH:28]=[C:29]([O:33][CH3:34])[C:30]=1[O:31][CH3:32])[CH:26]=O.Cl. Product: [CH3:1][O:2][C:3]1[CH:4]=[C:5]([NH:11][C:12]2[C:17]([C:18](=[O:20])/[CH:19]=[CH:26]/[C:25]3[CH:28]=[C:29]([O:33][CH3:34])[C:30]([O:31][CH3:32])=[C:23]([O:22][CH3:21])[CH:24]=3)=[CH:16][CH:15]=[CH:14][N:13]=2)[CH:6]=[CH:7][C:8]=1[O:9][CH3:10]. The catalyst class is: 5. (5) Reactant: [CH3:1][C:2]1[NH:3][C:4](=[O:26])[C:5]([CH2:11][C:12]2[CH:17]=[CH:16][C:15]([C:18]3[C:19]([C:24]#[N:25])=[CH:20][CH:21]=[CH:22][CH:23]=3)=[CH:14][CH:13]=2)=[C:6]([CH2:8][CH2:9][CH3:10])[N:7]=1.[O:27]([C:34]1[CH:39]=[CH:38][C:37](B(O)O)=[CH:36][CH:35]=1)[C:28]1[CH:33]=[CH:32][CH:31]=[CH:30][CH:29]=1.C(N(CC)CC)C.N1C=CC=CC=1. Product: [CH3:1][C:2]1[N:3]([C:37]2[CH:38]=[CH:39][C:34]([O:27][C:28]3[CH:33]=[CH:32][CH:31]=[CH:30][CH:29]=3)=[CH:35][CH:36]=2)[C:4](=[O:26])[C:5]([CH2:11][C:12]2[CH:17]=[CH:16][C:15]([C:18]3[C:19]([C:24]#[N:25])=[CH:20][CH:21]=[CH:22][CH:23]=3)=[CH:14][CH:13]=2)=[C:6]([CH2:8][CH2:9][CH3:10])[N:7]=1. The catalyst class is: 297.